From a dataset of CYP2C19 inhibition data for predicting drug metabolism from PubChem BioAssay. Regression/Classification. Given a drug SMILES string, predict its absorption, distribution, metabolism, or excretion properties. Task type varies by dataset: regression for continuous measurements (e.g., permeability, clearance, half-life) or binary classification for categorical outcomes (e.g., BBB penetration, CYP inhibition). Dataset: cyp2c19_veith. The compound is COCCn1c(=O)c(-c2cc(F)cc(F)c2)nc2cnc(N3CCNCC3)nc21. The result is 0 (non-inhibitor).